This data is from Reaction yield outcomes from USPTO patents with 853,638 reactions. The task is: Predict the reaction yield, written as a fraction of the theoretical maximum amount of product (1.0 means a 100% yield; for example, 0.34 means a 34% yield). (1) The reactants are C([N:3]([CH2:6][CH3:7])CC)C.[CH:8]([C:10]1[CH:17]=[CH:16][C:13]([CH2:14]Cl)=[CH:12][CH:11]=1)=[CH2:9].CC(CC#N)(O)[C:20]#[N:21].[CH3:26]S(C)=O. The catalyst is O. The product is [C:20]([C:7]([C:6]#[N:3])([CH3:26])[CH2:14][C:13]1[CH:16]=[CH:17][C:10]([CH:8]=[CH2:9])=[CH:11][CH:12]=1)#[N:21]. The yield is 0.640. (2) The reactants are N#N.Br[C:4]1[C:12]2[O:11][C:10]([C:13]([CH3:16])([CH3:15])[CH3:14])=[CH:9][C:8]=2[CH:7]=[CH:6][CH:5]=1.[Li]CCCC.CON(C)[C:25]([C@@H:27]1[CH2:32][CH2:31][CH2:30][N:29]([C:33]([O:35][C:36]([CH3:39])([CH3:38])[CH3:37])=[O:34])[CH2:28]1)=[O:26]. The catalyst is C1COCC1. The product is [C:13]([C:10]1[O:11][C:12]2[C:4]([C:25]([C@@H:27]3[CH2:32][CH2:31][CH2:30][N:29]([C:33]([O:35][C:36]([CH3:39])([CH3:38])[CH3:37])=[O:34])[CH2:28]3)=[O:26])=[CH:5][CH:6]=[CH:7][C:8]=2[CH:9]=1)([CH3:16])([CH3:15])[CH3:14]. The yield is 0.540.